Dataset: Full USPTO retrosynthesis dataset with 1.9M reactions from patents (1976-2016). Task: Predict the reactants needed to synthesize the given product. (1) Given the product [CH2:1]([C:3]1[CH:8]=[CH:7][C:6]([C:9]2[C:13]([CH2:14][O:15][C:16]3[CH:17]=[C:18]4[C:22](=[CH:23][CH:24]=3)[CH:21]([CH2:25][C:26]([OH:28])=[O:27])[CH2:20][CH2:19]4)=[C:12]([C:31]([F:33])([F:32])[F:34])[S:11][N:10]=2)=[CH:5][CH:4]=1)[CH3:2], predict the reactants needed to synthesize it. The reactants are: [CH2:1]([C:3]1[CH:8]=[CH:7][C:6]([C:9]2[C:13]([CH2:14][O:15][C:16]3[CH:17]=[C:18]4[C:22](=[CH:23][CH:24]=3)[CH:21]([CH2:25][C:26]([O:28]CC)=[O:27])[CH2:20][CH2:19]4)=[C:12]([C:31]([F:34])([F:33])[F:32])[S:11][N:10]=2)=[CH:5][CH:4]=1)[CH3:2].O1CCCC1.[Li+].[OH-].Cl. (2) Given the product [F:1][C:2]1[CH:7]=[CH:6][C:5]([F:8])=[CH:4][C:3]=1[C:9]1[N:10]([CH2:20][C:21]2[N:26]=[C:25]([C:27]3[NH:28][C:31](=[S:32])[O:30][N:29]=3)[CH:24]=[CH:23][CH:22]=2)[C:11]2[C:16]([CH:17]=1)=[CH:15][C:14]([O:18][CH3:19])=[CH:13][CH:12]=2, predict the reactants needed to synthesize it. The reactants are: [F:1][C:2]1[CH:7]=[CH:6][C:5]([F:8])=[CH:4][C:3]=1[C:9]1[N:10]([CH2:20][C:21]2[N:26]=[C:25]([C:27](=[N:29][OH:30])[NH2:28])[CH:24]=[CH:23][CH:22]=2)[C:11]2[C:16]([CH:17]=1)=[CH:15][C:14]([O:18][CH3:19])=[CH:13][CH:12]=2.[C:31](N1C=CN=C1)(N1C=CN=C1)=[S:32].N12CCCN=C1CCCCC2.Cl.